Dataset: Full USPTO retrosynthesis dataset with 1.9M reactions from patents (1976-2016). Task: Predict the reactants needed to synthesize the given product. (1) The reactants are: [F:1][C:2]1[CH:3]=[C:4]([C:12]2[O:16][N:15]=[C:14]([C:17]3[CH:18]=[CH:19][C:20]([CH2:23][N:24]4[CH2:27][CH:26]([C:28]([O:30]C)=[O:29])[CH2:25]4)=[N:21][CH:22]=3)[N:13]=2)[CH:5]=[CH:6][C:7]=1[CH2:8][CH:9]([CH3:11])[CH3:10].[OH-].[Na+]. Given the product [F:1][C:2]1[CH:3]=[C:4]([C:12]2[O:16][N:15]=[C:14]([C:17]3[CH:18]=[CH:19][C:20]([CH2:23][N:24]4[CH2:25][CH:26]([C:28]([OH:30])=[O:29])[CH2:27]4)=[N:21][CH:22]=3)[N:13]=2)[CH:5]=[CH:6][C:7]=1[CH2:8][CH:9]([CH3:10])[CH3:11], predict the reactants needed to synthesize it. (2) Given the product [CH2:34]([N:22]1[CH:23]=[C:24]([C:26]2[CH:31]=[CH:30][C:29]([Cl:32])=[CH:28][C:27]=2[Cl:33])[N:25]=[C:21]1[C@@H:20]([NH:38][C:48]([CH:45]1[CH2:44][CH2:43][CH:42]([C:41]([F:40])([F:51])[F:52])[CH2:47][CH2:46]1)=[O:49])[CH2:19][C:16]1[CH:15]=[CH:14][C:13]([O:12][CH2:11][C:8]2[CH:7]=[CH:6][C:5]([C:4]([OH:3])=[O:39])=[CH:10][CH:9]=2)=[CH:18][CH:17]=1)[CH2:35][CH2:36][CH3:37], predict the reactants needed to synthesize it. The reactants are: Cl.C[O:3][C:4](=[O:39])[C:5]1[CH:10]=[CH:9][C:8]([CH2:11][O:12][C:13]2[CH:18]=[CH:17][C:16]([CH2:19][C@H:20]([NH2:38])[C:21]3[N:22]([CH2:34][CH2:35][CH2:36][CH3:37])[CH:23]=[C:24]([C:26]4[CH:31]=[CH:30][C:29]([Cl:32])=[CH:28][C:27]=4[Cl:33])[N:25]=3)=[CH:15][CH:14]=2)=[CH:7][CH:6]=1.[F:40][C:41]([F:52])([F:51])[CH:42]1[CH2:47][CH2:46][CH:45]([C:48](O)=[O:49])[CH2:44][CH2:43]1. (3) Given the product [C:37]([O:36][C:34]([CH:31]1[CH2:32][CH2:33][N:28]([C:8]2[C:9]3[C:14](=[CH:13][C:12]([C:15]([O:17][CH3:18])=[O:16])=[CH:11][CH:10]=3)[N:6]([C:4](=[O:5])[C:3]3[C:20]([C:24]([F:27])([F:26])[F:25])=[CH:21][CH:22]=[CH:23][C:2]=3[Cl:1])[N:7]=2)[CH2:29][CH2:30]1)=[O:35])([CH3:40])([CH3:38])[CH3:39], predict the reactants needed to synthesize it. The reactants are: [Cl:1][C:2]1[CH:23]=[CH:22][CH:21]=[C:20]([C:24]([F:27])([F:26])[F:25])[C:3]=1[C:4]([N:6]1[C:14]2[C:9](=[CH:10][CH:11]=[C:12]([C:15]([O:17][CH3:18])=[O:16])[CH:13]=2)[C:8](I)=[N:7]1)=[O:5].[NH:28]1[CH2:33][CH2:32][CH:31]([C:34]([O:36][C:37]([CH3:40])([CH3:39])[CH3:38])=[O:35])[CH2:30][CH2:29]1.COC(C)(C)C.C(=O)([O-])[O-].[Cs+].[Cs+]. (4) Given the product [CH3:18][C:10]([CH3:11])([CH3:15])[CH2:9][CH2:8][N:6]1[C:5](=[O:16])[NH:4][C:3](=[O:17])[C:2]([OH:1])=[N:7]1, predict the reactants needed to synthesize it. The reactants are: [OH:1][C:2]1[C:3](=[O:17])[NH:4][C:5](=[O:16])[N:6]([CH2:8][CH2:9][C:10]2[CH:15]=CC=C[CH:11]=2)[N:7]=1.[CH3:18]O. (5) Given the product [C:5]([N:8]([C:12]1[CH:13]=[CH:14][C:15]([N:18]2[CH2:19][CH:20]([NH:22][CH2:23][C@H:24]([OH:41])[CH2:25][O:26][C:27]3[CH:28]=[CH:29][C:30]([OH:33])=[CH:31][CH:32]=3)[CH2:21]2)=[CH:16][CH:17]=1)[C:9](=[O:11])[CH3:10])(=[O:7])[CH3:6], predict the reactants needed to synthesize it. The reactants are: C([O-])=O.[NH4+].[C:5]([N:8]([C:12]1[CH:17]=[CH:16][C:15]([N:18]2[CH2:21][CH:20]([N:22](CC3C=CC=CC=3)[CH2:23][C@H:24]([OH:41])[CH2:25][O:26][C:27]3[CH:32]=[CH:31][C:30]([O:33]CC4C=CC=CC=4)=[CH:29][CH:28]=3)[CH2:19]2)=[CH:14][CH:13]=1)[C:9](=[O:11])[CH3:10])(=[O:7])[CH3:6]. (6) Given the product [CH3:1][NH:2][C:3]1[C:4]([NH2:13])=[C:5]2[C:10](=[CH:11][CH:12]=1)[CH2:9][CH2:8][CH2:7][CH2:6]2, predict the reactants needed to synthesize it. The reactants are: [CH3:1][NH:2][C:3]1[CH:12]=[CH:11][C:10]2[CH2:9][CH2:8][CH2:7][CH2:6][C:5]=2[C:4]=1[N+:13]([O-])=O.[H][H].